From a dataset of Catalyst prediction with 721,799 reactions and 888 catalyst types from USPTO. Predict which catalyst facilitates the given reaction. (1) Reactant: [Cl:1][C:2]1[C:3]([O:38][CH3:39])=[CH:4][CH:5]=[C:6]2[C:11]=1[N:10]=[C:9]([N:12]1[CH:16]=[CH:15][C:14]([C:17]([F:20])([F:19])[F:18])=[N:13]1)[CH:8]=[C:7]2[O:21][C@@H:22]1[CH2:26][N:25]([C:27]([O:29][C:30]([CH3:33])([CH3:32])[CH3:31])=[O:28])[C@H:24]([C:34]([O:36]C)=[O:35])[CH2:23]1.[Li+].[OH-].O.Cl. Product: [C:30]([O:29][C:27]([N:25]1[CH2:26][C@@H:22]([O:21][C:7]2[C:6]3[C:11](=[C:2]([Cl:1])[C:3]([O:38][CH3:39])=[CH:4][CH:5]=3)[N:10]=[C:9]([N:12]3[CH:16]=[CH:15][C:14]([C:17]([F:20])([F:18])[F:19])=[N:13]3)[CH:8]=2)[CH2:23][C@H:24]1[C:34]([OH:36])=[O:35])=[O:28])([CH3:33])([CH3:31])[CH3:32]. The catalyst class is: 1. (2) Reactant: [C:1]1([CH3:15])[CH:6]=[CH:5][C:4]([NH:7][C:8]2[CH:13]=[CH:12][C:11]([CH3:14])=[CH:10][CH:9]=2)=[CH:3][CH:2]=1.Br[C:17]1[CH:22]=[CH:21][C:20]([C:23]2[CH:28]=[CH:27][C:26]([Br:29])=[CH:25][CH:24]=2)=[CH:19][CH:18]=1.CC(C)([O-])C.[Na+]. Product: [Br:29][C:26]1[CH:27]=[CH:28][C:23]([C:20]2[CH:21]=[CH:22][C:17]([N:7]([C:8]3[CH:9]=[CH:10][C:11]([CH3:14])=[CH:12][CH:13]=3)[C:4]3[CH:3]=[CH:2][C:1]([CH3:15])=[CH:6][CH:5]=3)=[CH:18][CH:19]=2)=[CH:24][CH:25]=1. The catalyst class is: 11. (3) Reactant: [C:1]([S:4][CH:5]1[CH2:10][CH2:9][N:8](C(OC(C)(C)C)=O)[CH2:7][CH2:6]1)(=[O:3])[CH3:2].C(OCC)(=O)C.[ClH:24]. Product: [ClH:24].[C:1]([S:4][CH:5]1[CH2:10][CH2:9][NH:8][CH2:7][CH2:6]1)(=[O:3])[CH3:2]. The catalyst class is: 13. (4) Reactant: [Cl:1][C:2]1[C:3]([CH3:44])=[C:4]([C:9]2[C:17]3[C:16]([O:18][C@H:19]([CH2:25][C:26]4[CH:31]=[CH:30][CH:29]=[CH:28][C:27]=4[O:32][CH:33]4[CH2:38][CH2:37][CH2:36][CH2:35][O:34]4)[C:20]([O:22][CH2:23][CH3:24])=[O:21])=[N:15][CH:14]=[N:13][C:12]=3[S:11][C:10]=2[C:39]#[C:40][CH2:41][O:42][CH3:43])[CH:5]=[CH:6][C:7]=1[OH:8].[CH3:45][N:46]1[CH2:51][CH2:50][N:49]([CH2:52][CH2:53]O)[CH2:48][CH2:47]1.C1(P(C2C=CC=CC=2)C2C=CC=CC=2)C=CC=CC=1.N(C(OC(C)(C)C)=O)=NC(OC(C)(C)C)=O. Product: [Cl:1][C:2]1[C:3]([CH3:44])=[C:4]([C:9]2[C:17]3[C:16]([O:18][C@H:19]([CH2:25][C:26]4[CH:31]=[CH:30][CH:29]=[CH:28][C:27]=4[O:32][CH:33]4[CH2:38][CH2:37][CH2:36][CH2:35][O:34]4)[C:20]([O:22][CH2:23][CH3:24])=[O:21])=[N:15][CH:14]=[N:13][C:12]=3[S:11][C:10]=2[C:39]#[C:40][CH2:41][O:42][CH3:43])[CH:5]=[CH:6][C:7]=1[O:8][CH2:53][CH2:52][N:49]1[CH2:50][CH2:51][N:46]([CH3:45])[CH2:47][CH2:48]1. The catalyst class is: 11. (5) Reactant: S([O-])([O-])(=O)=O.[Na+].[Na+].Cl[C:9](Cl)(Cl)[CH:10]([OH:12])O.[F:15][C:16]1[CH:22]=[CH:21][C:20]([CH3:23])=[CH:19][C:17]=1[NH2:18].Cl.Cl.[NH2:26][OH:27]. Product: [F:15][C:16]1[CH:22]=[CH:21][C:20]([CH3:23])=[CH:19][C:17]=1[NH:18][C:10](=[O:12])[CH:9]=[N:26][OH:27]. The catalyst class is: 6.